Regression. Given a peptide amino acid sequence and an MHC pseudo amino acid sequence, predict their binding affinity value. This is MHC class I binding data. From a dataset of Peptide-MHC class I binding affinity with 185,985 pairs from IEDB/IMGT. (1) The peptide sequence is FIVPDADPPI. The MHC is HLA-A02:01 with pseudo-sequence HLA-A02:01. The binding affinity (normalized) is 0.669. (2) The peptide sequence is GPATAQMAL. The MHC is HLA-A26:01 with pseudo-sequence HLA-A26:01. The binding affinity (normalized) is 0.0847. (3) The peptide sequence is RWTQSLRRGL. The MHC is HLA-A24:02 with pseudo-sequence HLA-A24:02. The binding affinity (normalized) is 0. (4) The peptide sequence is LMYADDTAGW. The MHC is HLA-B53:01 with pseudo-sequence HLA-B53:01. The binding affinity (normalized) is 0.646. (5) The peptide sequence is NIKISLNEIL. The MHC is HLA-A02:02 with pseudo-sequence HLA-A02:02. The binding affinity (normalized) is 0.394.